From a dataset of Full USPTO retrosynthesis dataset with 1.9M reactions from patents (1976-2016). Predict the reactants needed to synthesize the given product. (1) Given the product [Cl:1][C:2]1[C:6]([N:7]([CH2:8][CH:9]2[CH2:11][CH2:10]2)[C:25](=[O:26])[CH2:24][N:20]2[CH2:21][CH2:22][CH2:23][C:19]2=[O:18])=[CH:5][N:4]([C:12]2[CH:13]=[N:14][CH:15]=[CH:16][CH:17]=2)[N:3]=1, predict the reactants needed to synthesize it. The reactants are: [Cl:1][C:2]1[C:6]([NH:7][CH2:8][CH:9]2[CH2:11][CH2:10]2)=[CH:5][N:4]([C:12]2[CH:13]=[N:14][CH:15]=[CH:16][CH:17]=2)[N:3]=1.[O:18]=[C:19]1[CH2:23][CH2:22][CH2:21][N:20]1[CH2:24][C:25](O)=[O:26].CCN=C=NCCCN(C)C. (2) Given the product [CH3:13][N:14]([CH3:22])[CH2:15][C@H:16]([CH3:21])[C@:17]([C:3]1[CH:8]=[CH:7][CH:6]=[C:5]([O:9][CH3:10])[CH:4]=1)([OH:20])[CH2:18][CH3:19], predict the reactants needed to synthesize it. The reactants are: [Mg].Br[C:3]1[CH:4]=[C:5]([O:9][CH3:10])[CH:6]=[CH:7][CH:8]=1.II.[CH3:13][N:14]([CH3:22])[CH2:15][C@H:16]([CH3:21])[C:17](=[O:20])[CH2:18][CH3:19]. (3) Given the product [CH3:1][C:2]1[C:6]([N+:7]([O-:9])=[O:8])=[CH:5][N:4]([CH2:10][CH2:11][OH:12])[N:3]=1, predict the reactants needed to synthesize it. The reactants are: [CH3:1][C:2]1[C:6]([N+:7]([O-:9])=[O:8])=[CH:5][N:4]([CH2:10][C:11](OCC)=[O:12])[N:3]=1.[H-].C([Al+]CC(C)C)C(C)C.C(O)(=O)CC(CC(O)=O)(C(O)=O)O. (4) Given the product [CH:1]1([C:7]2[C:8]3[S:14][C:13]([C:15]([OH:17])=[O:16])=[CH:12][C:9]=3[NH:10][CH:11]=2)[CH2:2][CH2:3][CH2:4][CH2:5][CH2:6]1, predict the reactants needed to synthesize it. The reactants are: [C:1]1([C:7]2[C:8]3[S:14][C:13]([C:15]([OH:17])=[O:16])=[CH:12][C:9]=3[NH:10][CH:11]=2)[CH2:6][CH2:5][CH2:4][CH2:3][CH:2]=1.[H][H]. (5) The reactants are: C1(P(C2C=CC=CC=2)C2C3OC4C(=CC=CC=4P(C4C=CC=CC=4)C4C=CC=CC=4)C(C)(C)C=3C=CC=2)C=CC=CC=1.FC(F)(F)S(O[C:49]1[N:50]=[C:51]([CH2:68][CH2:69][C:70]([F:73])([F:72])[F:71])[N:52]([C:56]2[CH:61]=[CH:60][C:59]([O:62][CH2:63][C:64]([F:67])([F:66])[F:65])=[CH:58][CH:57]=2)[C:53](=[O:55])[CH:54]=1)(=O)=O.C1(C(C2C=CC=CC=2)=[NH:83])C=CC=CC=1.C(=O)([O-])[O-].[Cs+].[Cs+]. Given the product [NH2:83][C:49]1[N:50]=[C:51]([CH2:68][CH2:69][C:70]([F:72])([F:73])[F:71])[N:52]([C:56]2[CH:61]=[CH:60][C:59]([O:62][CH2:63][C:64]([F:65])([F:67])[F:66])=[CH:58][CH:57]=2)[C:53](=[O:55])[CH:54]=1, predict the reactants needed to synthesize it. (6) The reactants are: [Cl:1][C:2]1[C:10]([Cl:11])=[CH:9][CH:8]=[CH:7][C:3]=1[C:4]([OH:6])=O.[Cl:12][C:13]1[CH:18]=[CH:17][C:16]([CH:19]([N:22]2[CH2:28][CH2:27][CH2:26][O:25][CH2:24][CH2:23]2)[CH2:20][NH2:21])=[CH:15][CH:14]=1. Given the product [Cl:1][C:2]1[C:10]([Cl:11])=[CH:9][CH:8]=[CH:7][C:3]=1[C:4]([NH:21][CH2:20][CH:19]([C:16]1[CH:15]=[CH:14][C:13]([Cl:12])=[CH:18][CH:17]=1)[N:22]1[CH2:28][CH2:27][CH2:26][O:25][CH2:24][CH2:23]1)=[O:6], predict the reactants needed to synthesize it. (7) Given the product [CH2:1]([O:8][C:9]1[CH:14]=[CH:13][C:12]([O:15][CH2:16][CH2:17][CH:18]([CH3:20])[CH3:19])=[CH:11][C:10]=1[N:21]1[S:25](=[O:27])(=[O:26])[NH:24][C:23](=[O:34])[CH2:22]1)[C:2]1[CH:3]=[CH:4][CH:5]=[CH:6][CH:7]=1, predict the reactants needed to synthesize it. The reactants are: [CH2:1]([O:8][C:9]1[CH:14]=[CH:13][C:12]([O:15][CH2:16][CH2:17][CH:18]([CH3:20])[CH3:19])=[CH:11][C:10]=1[N:21]1[S:25](=[O:27])(=[O:26])[N:24](CC[Si](C)(C)C)[C:23](=[O:34])[CH2:22]1)[C:2]1[CH:7]=[CH:6][CH:5]=[CH:4][CH:3]=1.CCCC[N+](CCCC)(CCCC)CCCC.[F-]. (8) The reactants are: CC1C=CC=CC=1N.[CH2:9]([O:11][C:12]1[CH:21]=[C:20]([O:22][CH:23]2[CH2:40][CH:39]3[CH:25]([C:26](=[O:46])[N:27]([CH3:45])[CH2:28][CH2:29][CH2:30][CH2:31][CH:32]=[CH:33][CH:34]4[C:36]([C:42]([OH:44])=[O:43])([NH:37][C:38]3=[O:41])[CH2:35]4)[CH2:24]2)[C:19]2[C:14](=[C:15]([CH3:49])[C:16](OC)=[CH:17][CH:18]=2)[N:13]=1)[CH3:10]. Given the product [CH2:9]([O:11][C:12]1[CH:21]=[C:20]([O:22][CH:23]2[CH2:40][CH:39]3[CH:25]([C:26](=[O:46])[N:27]([CH3:45])[CH2:28][CH2:29][CH2:30][CH2:31][CH:32]=[CH:33][CH:34]4[C:36]([C:42]([OH:44])=[O:43])([NH:37][C:38]3=[O:41])[CH2:35]4)[CH2:24]2)[C:19]2[C:14](=[C:15]([CH3:49])[CH:16]=[CH:17][CH:18]=2)[N:13]=1)[CH3:10], predict the reactants needed to synthesize it. (9) Given the product [CH2:1]([C:3]1([C:13]2[C:21]3[C:16](=[C:17]([NH:22][S:25]([CH3:24])(=[O:27])=[O:26])[CH:18]=[CH:19][CH:20]=3)[N:15]([CH3:23])[CH:14]=2)[C:11]2[C:6](=[CH:7][C:8]([F:12])=[CH:9][CH:10]=2)[CH2:5][CH2:4]1)[CH3:2], predict the reactants needed to synthesize it. The reactants are: [CH2:1]([C:3]1([C:13]2[C:21]3[C:16](=[C:17]([NH2:22])[CH:18]=[CH:19][CH:20]=3)[N:15]([CH3:23])[CH:14]=2)[C:11]2[C:6](=[CH:7][C:8]([F:12])=[CH:9][CH:10]=2)[CH2:5][CH2:4]1)[CH3:2].[CH3:24][S:25](Cl)(=[O:27])=[O:26].